This data is from Reaction yield outcomes from USPTO patents with 853,638 reactions. The task is: Predict the reaction yield, written as a fraction of the theoretical maximum amount of product (1.0 means a 100% yield; for example, 0.34 means a 34% yield). (1) The reactants are Br[C:2]1[CH:14]=[CH:13][CH:12]=[CH:11][C:3]=1[O:4][CH2:5][C:6]([O:8][CH2:9][CH3:10])=[O:7].[CH3:15][O:16][C:17]1[CH:22]=[CH:21][C:20]([CH2:23][SH:24])=[CH:19][CH:18]=1.CC1(C)C2C(=C(P(C3C=CC=CC=3)C3C=CC=CC=3)C=CC=2)OC2C(P(C3C=CC=CC=3)C3C=CC=CC=3)=CC=CC1=2.CCN(C(C)C)C(C)C. The catalyst is O1CCOCC1.C1C=CC(/C=C/C(/C=C/C2C=CC=CC=2)=O)=CC=1.C1C=CC(/C=C/C(/C=C/C2C=CC=CC=2)=O)=CC=1.C1C=CC(/C=C/C(/C=C/C2C=CC=CC=2)=O)=CC=1.[Pd].[Pd]. The product is [CH3:15][O:16][C:17]1[CH:22]=[CH:21][C:20]([CH2:23][S:24][C:2]2[CH:14]=[CH:13][CH:12]=[CH:11][C:3]=2[O:4][CH2:5][C:6]([O:8][CH2:9][CH3:10])=[O:7])=[CH:19][CH:18]=1. The yield is 0.790. (2) The reactants are [Cl:1][C:2]1[CH:3]=[C:4]([C:9]2[CH:10]=[C:11]([C@:15]3(C)[CH2:20][C:19](=[O:21])[N:18]([CH3:22])[C:17](=[N:23]C(=O)OC(C)(C)C)[NH:16]3)[CH:12]=[CH:13][CH:14]=2)[C:5]([OH:8])=[CH:6][CH:7]=1.[C:32](O)([C:34](F)(F)F)=O.C(Cl)Cl. The yield is 0.600. The product is [Cl:1][C:2]1[CH:3]=[C:4]([C:9]2[CH:10]=[C:11]([C@@:15]3([CH2:32][CH3:34])[NH:16][C:17](=[NH:23])[N:18]([CH3:22])[C:19](=[O:21])[CH2:20]3)[CH:12]=[CH:13][CH:14]=2)[C:5]([OH:8])=[CH:6][CH:7]=1. No catalyst specified.